From a dataset of Reaction yield outcomes from USPTO patents with 853,638 reactions. Predict the reaction yield, written as a fraction of the theoretical maximum amount of product (1.0 means a 100% yield; for example, 0.34 means a 34% yield). The reactants are C([O:8][C:9]1[CH:38]=[CH:37][C:12]2[NH:13][C:14]([C:19]3[C:20](=[O:36])[N:21]([NH:30][CH:31]4[CH2:35][CH2:34][CH2:33][CH2:32]4)[C:22]4[C:27]([C:28]=3[OH:29])=[CH:26][CH:25]=[CH:24][CH:23]=4)=[N:15][S:16](=[O:18])(=[O:17])[C:11]=2[CH:10]=1)C1C=CC=CC=1.C([O-])=O.[NH4+]. The catalyst is O1CCCC1.[Pd].[OH-].[OH-].[Pd+2]. The product is [CH:31]1([NH:30][N:21]2[C:22]3[C:27](=[CH:26][CH:25]=[CH:24][CH:23]=3)[C:28]([OH:29])=[C:19]([C:14]3[NH:13][C:12]4[CH:37]=[CH:38][C:9]([OH:8])=[CH:10][C:11]=4[S:16](=[O:17])(=[O:18])[N:15]=3)[C:20]2=[O:36])[CH2:32][CH2:33][CH2:34][CH2:35]1. The yield is 1.00.